From a dataset of Full USPTO retrosynthesis dataset with 1.9M reactions from patents (1976-2016). Predict the reactants needed to synthesize the given product. (1) Given the product [Si:16]([C:23]1[S:24][C:25]([C:2]2[N:7]=[C:6]([CH2:8][NH:9][C@H:10]([CH:13]([CH3:15])[CH3:14])[CH2:11][OH:12])[CH:5]=[CH:4][CH:3]=2)=[CH:26][CH:27]=1)([C:19]([CH3:22])([CH3:21])[CH3:20])([CH3:18])[CH3:17], predict the reactants needed to synthesize it. The reactants are: Br[C:2]1[N:7]=[C:6]([CH2:8][NH:9][C@H:10]([CH:13]([CH3:15])[CH3:14])[CH2:11][OH:12])[CH:5]=[CH:4][CH:3]=1.[Si:16]([C:23]1[S:24][C:25](B2OC(C)(C)C(C)(C)O2)=[CH:26][CH:27]=1)([C:19]([CH3:22])([CH3:21])[CH3:20])([CH3:18])[CH3:17].C(=O)([O-])[O-].[Cs+].[Cs+]. (2) Given the product [F:23][C:24]1[CH:33]=[C:32]([F:34])[CH:31]=[C:30]2[C:25]=1[CH:26]([O:1][C:2]1[C:10]3[N:9]=[C:8]([CH3:11])[NH:7][C:6]=3[CH:5]=[C:4]([C:19]([OH:21])=[O:20])[CH:3]=1)[CH2:27][CH2:28][O:29]2, predict the reactants needed to synthesize it. The reactants are: [OH:1][C:2]1[C:10]2[N:9]=[C:8]([CH3:11])[N:7](C(OC(C)(C)C)=O)[C:6]=2[CH:5]=[C:4]([C:19]([O:21]C)=[O:20])[CH:3]=1.[F:23][C:24]1[CH:33]=[C:32]([F:34])[CH:31]=[C:30]2[C:25]=1[CH:26](O)[CH2:27][CH2:28][O:29]2.C1(P(C2C=CC=CC=2)C2C=CC=CC=2)C=CC=CC=1.N(C(OC(C)C)=O)=NC(OC(C)C)=O.[OH-].[Li+]. (3) Given the product [CH:10]1([CH2:13][N:14]2[CH2:21][CH2:20][C@@:19]3([CH2:24][C:25]([NH:58][C@@H:59]([CH3:60])[C:61]([NH2:63])=[O:62])=[O:26])[C@@H:22]([CH3:23])[CH:15]2[CH2:16][C:17]2[CH:31]=[CH:30][C:29]([O:32][CH3:33])=[CH:28][C:18]=23)[CH2:12][CH2:11]1, predict the reactants needed to synthesize it. The reactants are: CCN(C(C)C)C(C)C.[CH:10]1([CH2:13][N:14]2[CH2:21][CH2:20][C@@:19]3([CH2:24][C:25](O)=[O:26])[C@@H:22]([CH3:23])[CH:15]2[CH2:16][C:17]2[CH:31]=[CH:30][C:29]([O:32][CH3:33])=[CH:28][C:18]=23)[CH2:12][CH2:11]1.CN(C(ON1N=NC2C=CC=NC1=2)=[N+](C)C)C.F[P-](F)(F)(F)(F)F.[NH2:58][C@H:59]([C:61]([NH2:63])=[O:62])[CH3:60].Cl. (4) Given the product [C:1]([CH:9]1[CH2:14][O:12][C:11](=[O:13])[CH2:10]1)(=[O:8])[C:2]1[CH:7]=[CH:6][CH:5]=[CH:4][CH:3]=1, predict the reactants needed to synthesize it. The reactants are: [C:1]([CH2:9][CH2:10][C:11]([OH:13])=[O:12])(=[O:8])[C:2]1[CH:7]=[CH:6][CH:5]=[CH:4][CH:3]=1.[C:14](=O)([O-])[O-].[K+].[K+].C=O.Cl. (5) Given the product [ClH:35].[NH2:27][CH2:26][CH2:25][O:24][C:21]1[CH:22]=[CH:23][C:18]([C:11]2[C:10]([Cl:35])=[CH:9][C:8]([NH:7][C:4]3[N:3]=[C:2]([NH2:1])[NH:6][N:5]=3)=[CH:13][C:12]=2[C:14]([F:15])([F:16])[F:17])=[CH:19][CH:20]=1, predict the reactants needed to synthesize it. The reactants are: [NH2:1][C:2]1[NH:6][N:5]=[C:4]([NH:7][C:8]2[CH:13]=[C:12]([C:14]([F:17])([F:16])[F:15])[C:11]([C:18]3[CH:23]=[CH:22][C:21]([O:24][CH2:25][CH2:26][NH:27]C(=O)OC(C)(C)C)=[CH:20][CH:19]=3)=[C:10]([Cl:35])[CH:9]=2)[N:3]=1.Cl. (6) Given the product [N+:29]([C:24]1[CH:25]=[CH:26][CH:27]=[CH:28][C:23]=1[C:21](=[O:22])[CH2:20][N:4]1[C:5](=[O:17])[C:6]2[N:7]([CH2:12][CH:13]=[C:14]([CH3:15])[CH3:16])[C:8]([Cl:11])=[N:9][C:10]=2[N:2]([CH3:1])[C:3]1=[O:18])([O-:31])=[O:30], predict the reactants needed to synthesize it. The reactants are: [CH3:1][N:2]1[C:10]2[N:9]=[C:8]([Cl:11])[N:7]([CH2:12][CH:13]=[C:14]([CH3:16])[CH3:15])[C:6]=2[C:5](=[O:17])[NH:4][C:3]1=[O:18].Br[CH2:20][C:21]([C:23]1[CH:28]=[CH:27][CH:26]=[CH:25][C:24]=1[N+:29]([O-:31])=[O:30])=[O:22].C(=O)([O-])[O-].[K+].[K+].[OH-].[Na+]. (7) Given the product [CH3:1][S:2]([O:5][C:6]1[CH:11]=[CH:10][CH:9]=[C:8]([CH:12]2[CH2:13][CH2:14][N:15]([CH2:26][CH2:27][CH3:28])[CH2:16][CH2:17]2)[C:7]=1[F:18])(=[O:3])=[O:4], predict the reactants needed to synthesize it. The reactants are: [CH3:1][S:2]([O:5][C:6]1[CH:11]=[CH:10][CH:9]=[C:8]([CH:12]2[CH2:17][CH2:16][NH:15][CH2:14][CH2:13]2)[C:7]=1[F:18])(=[O:4])=[O:3].C(=O)([O-])[O-].[K+].[K+].I[CH2:26][CH2:27][CH3:28]. (8) Given the product [OH:1][C@@H:2]1[CH2:7][CH2:6][CH2:5][CH2:4][C@H:3]1[CH2:8][NH:9][C:10]([C:12]1[N:13]([CH2:23][C:24]2[CH:29]=[CH:28][CH:27]=[C:26]([N:59]3[CH2:60][CH2:61][N:56]([CH3:55])[CH2:57][CH2:58]3)[CH:25]=2)[C:14]2[C:19]([CH:20]=1)=[CH:18][C:17]([C:21]#[N:22])=[CH:16][CH:15]=2)=[O:11], predict the reactants needed to synthesize it. The reactants are: [OH:1][CH:2]1[CH2:7][CH2:6][CH2:5][CH2:4][CH:3]1[CH2:8][NH:9][C:10]([C:12]1[N:13]([CH2:23][C:24]2[CH:29]=[CH:28][CH:27]=[C:26](Br)[CH:25]=2)[C:14]2[C:19]([CH:20]=1)=[CH:18][C:17]([C:21]#[N:22])=[CH:16][CH:15]=2)=[O:11].BrC1C=C(C=CC=1)CBr.NCC(C)(C)CO.P([O-])([O-])([O-])=O.[K+].[K+].[K+].[CH3:55][N:56]1[CH2:61][CH2:60][NH:59][CH2:58][CH2:57]1. (9) Given the product [OH:18][C:19]1[CH:26]=[CH:25][C:24]([OH:27])=[CH:23][C:20]=1[CH:21]1[NH:2][CH:3]([C:6]([O:8][CH2:9][CH3:10])=[O:7])[CH2:4][S:5]1, predict the reactants needed to synthesize it. The reactants are: Cl.[NH2:2][C@H:3]([C:6]([OH:8])=[O:7])[CH2:4][SH:5].[CH2:9](N(C(C)C)C(C)C)[CH3:10].[OH:18][C:19]1[CH:26]=[CH:25][C:24]([OH:27])=[CH:23][C:20]=1[CH:21]=O. (10) Given the product [O:1]=[CH:2][CH2:3][CH2:4][CH2:5][NH:6][C:7]([CH:9]1[CH2:17][C:16]2[C:11](=[CH:12][CH:13]=[CH:14][CH:15]=2)[CH2:10]1)=[O:8], predict the reactants needed to synthesize it. The reactants are: [OH:1][CH2:2][CH2:3][CH2:4][CH2:5][NH:6][C:7]([CH:9]1[CH2:17][C:16]2[C:11](=[CH:12][CH:13]=[CH:14][CH:15]=2)[CH2:10]1)=[O:8].O=CCCCNC(=O)C1C=CC=CC=1.